This data is from Reaction yield outcomes from USPTO patents with 853,638 reactions. The task is: Predict the reaction yield, written as a fraction of the theoretical maximum amount of product (1.0 means a 100% yield; for example, 0.34 means a 34% yield). (1) The reactants are [F:1][C:2]1[CH:7]=[CH:6][CH:5]=[CH:4][C:3]=1[C:8]1[C:14]2[CH:15]=[CH:16][CH:17]=[C:18]([CH3:19])[C:13]=2[N:12]([CH2:20][C:21]([C:23]2[CH:28]=[CH:27][CH:26]=[CH:25][C:24]=2[CH3:29])=[O:22])[C:11](=[O:30])[CH:10]([NH:31][C:32]([NH:34][C:35]2[CH:40]=[CH:39][CH:38]=[C:37]([C:41]([O:43]C(C)(C)C)=[O:42])[CH:36]=2)=[O:33])[N:9]=1.FC(F)(F)C(O)=O. The catalyst is C(Cl)Cl. The product is [F:1][C:2]1[CH:7]=[CH:6][CH:5]=[CH:4][C:3]=1[C:8]1[C:14]2[CH:15]=[CH:16][CH:17]=[C:18]([CH3:19])[C:13]=2[N:12]([CH2:20][C:21]([C:23]2[CH:28]=[CH:27][CH:26]=[CH:25][C:24]=2[CH3:29])=[O:22])[C:11](=[O:30])[CH:10]([NH:31][C:32]([NH:34][C:35]2[CH:40]=[CH:39][CH:38]=[C:37]([C:41]([OH:43])=[O:42])[CH:36]=2)=[O:33])[N:9]=1. The yield is 0.980. (2) The reactants are I[Si](C)(C)C.[Cl:6][C:7]1[C:15]2[N:14]=[C:13]3[N:16]([C:20]4[C:21]([CH3:29])=[N:22][C:23]([O:27]C)=[N:24][C:25]=4[CH3:26])[CH2:17][CH2:18][CH2:19][N:12]3[C:11]=2[C:10]([CH:30]([O:35][CH:36]([F:38])[F:37])[C:31]([F:34])([F:33])[F:32])=[CH:9][CH:8]=1.[I-].[Na+]. The catalyst is C(#N)C.C(=O)([O-])O.[Na+]. The product is [Cl:6][C:7]1[C:15]2[N:14]=[C:13]3[N:16]([C:20]4[C:21]([CH3:29])=[N:22][C:23]([OH:27])=[N:24][C:25]=4[CH3:26])[CH2:17][CH2:18][CH2:19][N:12]3[C:11]=2[C:10]([CH:30]([O:35][CH:36]([F:37])[F:38])[C:31]([F:34])([F:33])[F:32])=[CH:9][CH:8]=1. The yield is 0.630. (3) The reactants are [CH:1]1[CH:6]=[CH:5][C:4]([C:7]2[C:12]([N:13]=[C:14]=[O:15])=[CH:11][CH:10]=[CH:9][CH:8]=2)=[CH:3][CH:2]=1.Cl.[N:17]12[CH2:24][CH2:23][CH:20]([CH2:21][CH2:22]1)[C@@H:19](O)[CH2:18]2.CN(C)C=[O:29]. The yield is 0.990. The product is [N:17]12[CH2:18][CH:19]([CH2:21][CH2:22]1)[C@H:20]([O:15][C:14](=[O:29])[NH:13][C:12]1[CH:11]=[CH:10][CH:9]=[CH:8][C:7]=1[C:4]1[CH:3]=[CH:2][CH:1]=[CH:6][CH:5]=1)[CH2:23][CH2:24]2. The catalyst is C(OCC)(=O)C. (4) The reactants are [CH3:1][C:2]1[C:3]([C:8]([O:10]C)=O)=[CH:4][S:5][C:6]=1[CH3:7].Cl.[CH3:13][NH:14][O:15][CH3:16].C([Mg]Br)(C)C. The catalyst is C1COCC1.CC1CCCO1. The product is [CH3:16][O:15][N:14]([CH3:13])[C:8]([C:3]1[C:2]([CH3:1])=[C:6]([CH3:7])[S:5][CH:4]=1)=[O:10]. The yield is 0.810. (5) The reactants are F[C:2]1[C:3]([CH3:22])=[N:4][C:5]2[C:10]([N:11]=1)=[C:9]([C:12]1[NH:20][C:19]3[CH2:18][CH2:17][NH:16][C:15](=[O:21])[C:14]=3[CH:13]=1)[CH:8]=[CH:7][CH:6]=2.Cl.[NH2:24][C@@H:25]1[CH2:28][C@H:27]([OH:29])[CH2:26]1.CCN(C(C)C)C(C)C.CCOC(C)=O. The catalyst is CS(C)=O.O.CO.C(Cl)Cl. The product is [OH:29][C@@H:27]1[CH2:28][C@H:25]([NH:24][C:2]2[C:3]([CH3:22])=[N:4][C:5]3[C:10]([N:11]=2)=[C:9]([C:12]2[NH:20][C:19]4[CH2:18][CH2:17][NH:16][C:15](=[O:21])[C:14]=4[CH:13]=2)[CH:8]=[CH:7][CH:6]=3)[CH2:26]1. The yield is 0.110. (6) The reactants are C(NC(C)C)(C)C.[Li+].CCC[CH2-].OC1C(O)([C:21]2[S:22][C:23]([C:26]3[CH:31]=[C:30]([NH:32][C:33]4[N:38]=[C:37]([C:39]([F:42])([F:41])[F:40])[CH:36]=[CH:35][N:34]=4)[CH:29]=[C:28]([CH3:43])[CH:27]=3)=[CH:24][N:25]=2)CCNC(=O)C1.[O:46]1[C:50]2([CH2:55][CH2:54][C:53](=[N:56][S:57]([C:59]([CH3:62])([CH3:61])[CH3:60])=[O:58])[CH2:52][CH2:51]2)[O:49][CH2:48][CH2:47]1. The catalyst is O1CCCC1.ClCCl.CO. The product is [CH3:60][C:59]([S:57]([NH:56][C:53]1([C:21]2[S:22][C:23]([C:26]3[CH:31]=[C:30]([NH:32][C:33]4[N:38]=[C:37]([C:39]([F:42])([F:41])[F:40])[CH:36]=[CH:35][N:34]=4)[CH:29]=[C:28]([CH3:43])[CH:27]=3)=[CH:24][N:25]=2)[CH2:52][CH2:51][C:50]2([O:49][CH2:48][CH2:47][O:46]2)[CH2:55][CH2:54]1)=[O:58])([CH3:62])[CH3:61]. The yield is 0.750. (7) The reactants are [Br:1][C:2]1[CH:7]=[CH:6][C:5]([S:8](Cl)(=[O:10])=[O:9])=[CH:4][C:3]=1[F:12].O.NN.[C:16]([O-])(=O)C.[Na+].IC. The catalyst is C1COCC1.CCCCCCC. The product is [Br:1][C:2]1[CH:7]=[CH:6][C:5]([S:8]([CH3:16])(=[O:10])=[O:9])=[CH:4][C:3]=1[F:12]. The yield is 0.480. (8) The reactants are Br[C:2]1[C:3](=[O:13])[C:4]2[C:9]([C:10](=[O:12])[CH:11]=1)=[CH:8][CH:7]=[CH:6][CH:5]=2.[CH:14]1([CH2:20][NH2:21])[CH2:19][CH2:18][CH2:17][CH2:16][CH2:15]1. The catalyst is CCO. The product is [CH:14]1([CH2:20][NH:21][C:2]2[C:3](=[O:13])[C:4]3[C:9]([C:10](=[O:12])[CH:11]=2)=[CH:8][CH:7]=[CH:6][CH:5]=3)[CH2:19][CH2:18][CH2:17][CH2:16][CH2:15]1. The yield is 0.380. (9) The reactants are C(O[BH-](OC(=O)C)OC(=O)C)(=O)C.[Na+].[NH2:15][C@H:16]([CH:25]([CH3:27])[CH3:26])[C:17]([NH:19][CH:20]1[CH2:24][CH2:23][CH2:22][CH2:21]1)=[O:18].[CH:28]([C:30]1[CH:35]=[CH:34][N:33]=[C:32]2[N:36]([C:43]([O:45][C:46]([CH3:49])([CH3:48])[CH3:47])=[O:44])[CH:37]=[C:38]([C:39]([O:41][CH3:42])=[O:40])[C:31]=12)=O. The catalyst is ClCCCl.C(O)(=O)C. The product is [CH:20]1([NH:19][C:17](=[O:18])[C@H:16]([NH:15][CH2:28][C:30]2[CH:35]=[CH:34][N:33]=[C:32]3[N:36]([C:43]([O:45][C:46]([CH3:49])([CH3:48])[CH3:47])=[O:44])[CH:37]=[C:38]([C:39]([O:41][CH3:42])=[O:40])[C:31]=23)[CH:25]([CH3:27])[CH3:26])[CH2:24][CH2:23][CH2:22][CH2:21]1. The yield is 0.900. (10) The reactants are Cl[C:2]1[N:10]=[C:9](Cl)[CH:8]=[CH:7][C:3]=1[C:4]([NH2:6])=[O:5].[CH:12]1([NH2:18])[CH2:17][CH2:16][CH2:15][CH2:14][CH2:13]1.[NH:19]1[CH2:24][CH2:23]C[C@@H:21]([NH:25][C:26](=[O:32])OC(C)(C)C)[CH2:20]1.[C:33](O)(=O)[CH:34]=C. No catalyst specified. The product is [C:26]([NH:25][C@H:21]1[CH2:23][CH2:24][N:19]([C:9]2[CH:8]=[CH:7][C:3]([C:4]([NH2:6])=[O:5])=[C:2]([NH:18][CH:12]3[CH2:17][CH2:16][CH2:15][CH2:14][CH2:13]3)[N:10]=2)[CH2:20]1)(=[O:32])[CH:33]=[CH2:34]. The yield is 0.470.